Dataset: Full USPTO retrosynthesis dataset with 1.9M reactions from patents (1976-2016). Task: Predict the reactants needed to synthesize the given product. (1) The reactants are: [C:1]([C:3]1[N:8]=[C:7]([CH2:9][C:10](O)=[S:11])[CH:6]=[CH:5][CH:4]=1)#[N:2].ClC(OCC(C)C)=O.C([N:23](CC)CC)C.[NH4+]. Given the product [C:1]([C:3]1[N:8]=[C:7]([CH2:9][C:10]([NH2:23])=[S:11])[CH:6]=[CH:5][CH:4]=1)#[N:2], predict the reactants needed to synthesize it. (2) Given the product [CH:13]1([NH:16][C:2]2[CH:10]=[C:9]([F:11])[CH:8]=[C:7]([F:12])[C:3]=2[C:4]([OH:6])=[O:5])[CH2:15][CH2:14]1, predict the reactants needed to synthesize it. The reactants are: F[C:2]1[CH:10]=[C:9]([F:11])[CH:8]=[C:7]([F:12])[C:3]=1[C:4]([OH:6])=[O:5].[CH:13]1([NH2:16])[CH2:15][CH2:14]1. (3) Given the product [Br:1][C:2]1[CH:3]=[N:4][N:5]2[CH:10]=[CH:9][C:8]([NH:12][CH2:13][CH2:14][N:15]([CH3:23])[C:16](=[O:22])[O:17][C:18]([CH3:19])([CH3:20])[CH3:21])=[N:7][C:6]=12, predict the reactants needed to synthesize it. The reactants are: [Br:1][C:2]1[CH:3]=[N:4][N:5]2[CH:10]=[CH:9][C:8](Cl)=[N:7][C:6]=12.[NH2:12][CH2:13][CH2:14][N:15]([CH3:23])[C:16](=[O:22])[O:17][C:18]([CH3:21])([CH3:20])[CH3:19].C(O)(C)C.C(N(CC)CC)C.